Dataset: Full USPTO retrosynthesis dataset with 1.9M reactions from patents (1976-2016). Task: Predict the reactants needed to synthesize the given product. (1) Given the product [CH3:22][C:23]([CH3:30])([C:27]([NH:59][CH2:60][C:61]1[CH:66]=[CH:65][CH:64]=[CH:63][N:62]=1)=[O:28])[C:24]([OH:26])=[O:25], predict the reactants needed to synthesize it. The reactants are: ClC1C=CC=CC=1C(Cl)(C1C=CC=CC=1)C1C=CC=CC=1.[CH3:22][C:23]([CH3:30])([C:27](O)=[O:28])[C:24]([OH:26])=[O:25].CCN(C(C)C)C(C)C.C1C=NC2N(O)N=NC=2C=1.CC(C)N=C=NC(C)C.[NH2:59][CH2:60][C:61]1[CH:66]=[CH:65][CH:64]=[CH:63][N:62]=1. (2) Given the product [ClH:1].[ClH:1].[F:27][C:11]1[CH:10]=[C:9]([NH2:8])[CH:14]=[CH:13][C:12]=1[CH:15]1[CH2:19][CH2:18][CH2:17][NH:16]1, predict the reactants needed to synthesize it. The reactants are: [ClH:1].O1CCOCC1.[NH2:8][C:9]1[CH:14]=[CH:13][C:12]([CH:15]2[CH2:19][CH2:18][CH2:17][N:16]2C(OC(C)(C)C)=O)=[C:11]([F:27])[CH:10]=1. (3) Given the product [CH:26]1([C:20]2[N:19]=[CH:18][C:17]3[N:16]=[C:14]([CH:13]([NH:12][S:9]([C:6]4[CH:7]=[N:8][C:3]([C:1]#[N:2])=[CH:4][CH:5]=4)(=[O:11])=[O:10])[CH3:29])[N:23]([CH2:24][CH3:25])[C:22]=3[CH:21]=2)[CH2:28][CH2:27]1, predict the reactants needed to synthesize it. The reactants are: [C:1]([C:3]1[N:8]=[CH:7][C:6]([S:9]([NH:12][CH:13]([CH3:29])[C:14]([NH:16][C:17]2[CH:18]=[N:19][C:20]([CH:26]3[CH2:28][CH2:27]3)=[CH:21][C:22]=2[NH:23][CH2:24][CH3:25])=O)(=[O:11])=[O:10])=[CH:5][CH:4]=1)#[N:2]. (4) Given the product [Cl:14][C:9]1[CH:10]=[CH:11][CH:12]=[C:13]2[C:8]=1[NH:7][C:6]([C:15]1[CH:20]=[CH:19][C:18]([Cl:21])=[C:17]([S:22](=[O:30])(=[O:31])[NH:23][CH:24]3[CH2:25][CH2:26][CH2:27][CH2:28][CH2:29]3)[CH:16]=1)=[C:5]2[CH2:4][C:3]([OH:32])=[O:2], predict the reactants needed to synthesize it. The reactants are: C[O:2][C:3](=[O:32])[CH2:4][C:5]1[C:13]2[C:8](=[C:9]([Cl:14])[CH:10]=[CH:11][CH:12]=2)[NH:7][C:6]=1[C:15]1[CH:20]=[CH:19][C:18]([Cl:21])=[C:17]([S:22](=[O:31])(=[O:30])[NH:23][CH:24]2[CH2:29][CH2:28][CH2:27][CH2:26][CH2:25]2)[CH:16]=1.O.[OH-].[Li+].CCOC(C)=O. (5) Given the product [Br:8][C:3]1[CH:4]=[CH:5][CH:6]=[CH:7][C:2]=1[O:15][C:9]1[CH:14]=[CH:13][CH:12]=[CH:11][CH:10]=1, predict the reactants needed to synthesize it. The reactants are: Br[C:2]1[CH:7]=[CH:6][CH:5]=[CH:4][C:3]=1[Br:8].[C:9]1([OH:15])[CH:14]=[CH:13][CH:12]=[CH:11][CH:10]=1.C(=O)([O-])[O-].[K+].[K+]. (6) Given the product [Cl:7][C:8]1[CH:9]=[C:10]2[C:15](=[CH:16][CH:17]=1)[CH:14]=[C:13]([S:18]([CH2:19][C@@H:20]([OH:24])[C:21]([OH:23])=[O:22])(=[O:1])=[O:25])[CH:12]=[CH:11]2, predict the reactants needed to synthesize it. The reactants are: [OH:1]OS([O-])=O.[K+].[Cl:7][C:8]1[CH:9]=[C:10]2[C:15](=[CH:16][CH:17]=1)[CH:14]=[C:13]([S:18][CH2:19][C@@H:20]([OH:24])[C:21]([OH:23])=[O:22])[CH:12]=[CH:11]2.[OH2:25].